This data is from Forward reaction prediction with 1.9M reactions from USPTO patents (1976-2016). The task is: Predict the product of the given reaction. (1) Given the reactants [CH3:1][O:2][C:3](=[O:33])[CH2:4][C:5]1[CH:10]=[CH:9][CH:8]=[C:7]([O:11][C:12]2[CH:17]=[CH:16][C:15]([C:18]([F:21])([F:20])[F:19])=[CH:14][C:13]=2[CH2:22][NH:23][C@@H:24]2[C:32]3[C:27](=[CH:28][CH:29]=[CH:30][CH:31]=3)[CH2:26][CH2:25]2)[CH:6]=1.Cl[C:35]([O:37][CH3:38])=[O:36], predict the reaction product. The product is: [CH3:1][O:2][C:3](=[O:33])[CH2:4][C:5]1[CH:10]=[CH:9][CH:8]=[C:7]([O:11][C:12]2[CH:17]=[CH:16][C:15]([C:18]([F:21])([F:19])[F:20])=[CH:14][C:13]=2[CH2:22][N:23]([C@@H:24]2[C:32]3[C:27](=[CH:28][CH:29]=[CH:30][CH:31]=3)[CH2:26][CH2:25]2)[C:35]([O:37][CH3:38])=[O:36])[CH:6]=1. (2) Given the reactants Br[C:2]1[N:6]2[C:7]3[C:12]([N:13]=[C:14]([CH3:15])[C:5]2=[C:4]([CH3:19])[N:3]=1)=[C:11]([F:16])[CH:10]=[C:9]([O:17][CH3:18])[CH:8]=3.[F:20][C:21]1[CH:26]=[CH:25][C:24]([C:27](=[O:29])[NH2:28])=[CH:23][C:22]=1B(O)O.C([O-])([O-])=O.[K+].[K+], predict the reaction product. The product is: [F:20][C:21]1[CH:26]=[CH:25][C:24]([C:27]([NH2:28])=[O:29])=[CH:23][C:22]=1[C:2]1[N:6]2[C:7]3[C:12]([N:13]=[C:14]([CH3:15])[C:5]2=[C:4]([CH3:19])[N:3]=1)=[C:11]([F:16])[CH:10]=[C:9]([O:17][CH3:18])[CH:8]=3. (3) Given the reactants C(N(C(C)C)CC)(C)C.[CH2:10]([CH:17]([CH2:21][C:22]([NH:24][C:25]1[CH:30]=[C:29]([CH2:31][C:32]2[C:41]3[C:36](=[CH:37][CH:38]=[CH:39][CH:40]=3)[C:35](=[O:42])[NH:34][N:33]=2)[CH:28]=[CH:27][C:26]=1[F:43])=[O:23])[C:18]([OH:20])=O)[C:11]1[CH:16]=[CH:15][CH:14]=[CH:13][CH:12]=1, predict the reaction product. The product is: [CH2:10]([CH:17]1[CH2:21][C:22](=[O:23])[N:24]([C:25]2[CH:30]=[C:29]([CH2:31][C:32]3[C:41]4[C:36](=[CH:37][CH:38]=[CH:39][CH:40]=4)[C:35](=[O:42])[NH:34][N:33]=3)[CH:28]=[CH:27][C:26]=2[F:43])[C:18]1=[O:20])[C:11]1[CH:16]=[CH:15][CH:14]=[CH:13][CH:12]=1. (4) Given the reactants [CH2:1]([O:3][C:4]1[CH:9]=[CH:8][C:7]([S:10]([N:13]2[CH2:18][CH2:17][N:16]([CH3:19])[CH2:15][CH2:14]2)(=[O:12])=[O:11])=[CH:6][C:5]=1[CH2:20][OH:21])[CH3:2], predict the reaction product. The product is: [CH2:1]([O:3][C:4]1[CH:9]=[CH:8][C:7]([S:10]([N:13]2[CH2:18][CH2:17][N:16]([CH3:19])[CH2:15][CH2:14]2)(=[O:11])=[O:12])=[CH:6][C:5]=1[CH:20]=[O:21])[CH3:2]. (5) Given the reactants [C:1]1([C:7]2[S:8][CH:9]=[C:10]([CH:12]=[C:13]3[C:21]4[C:16](=[CH:17][CH:18]=[CH:19][CH:20]=4)[C:15](=O)[O:14]3)[N:11]=2)[CH:6]=[CH:5][CH:4]=[CH:3][CH:2]=1.O.[NH2:24][NH2:25], predict the reaction product. The product is: [C:1]1([C:7]2[S:8][CH:9]=[C:10]([CH2:12][C:13]3[C:21]4[C:16](=[CH:17][CH:18]=[CH:19][CH:20]=4)[C:15](=[O:14])[NH:25][N:24]=3)[N:11]=2)[CH:6]=[CH:5][CH:4]=[CH:3][CH:2]=1. (6) Given the reactants [C:1]([O:5][C:6](=[O:9])[NH:7][NH2:8])([CH3:4])([CH3:3])[CH3:2].[N:10]([O-])=O.[Na+], predict the reaction product. The product is: [C:6]([N:7]=[N+:8]=[N-:10])(=[O:9])[O:5][C:1]([CH3:4])([CH3:3])[CH3:2]. (7) Given the reactants [CH3:1][Si](C#C)(C)C.C([Li])CCC.[C:12]([O:16][C:17](=[O:39])[NH:18][C@:19]([CH:37]=O)(C)[CH2:20][CH2:21][C:22]1[CH:27]=[CH:26][C:25]([O:28][CH2:29][CH2:30][CH2:31][CH2:32][CH2:33][CH2:34][CH3:35])=[CH:24][CH:23]=1)([CH3:15])(C)C, predict the reaction product. The product is: [C:15]([CH:12]1[O:16][C:17](=[O:39])[NH:18][C@@:19]1([CH2:20][CH2:21][C:22]1[CH:23]=[CH:24][C:25]([O:28][CH2:29][CH2:30][CH2:31][CH2:32][CH2:33][CH2:34][CH3:35])=[CH:26][CH:27]=1)[CH3:37])#[CH:1]. (8) Given the reactants [C:1]([O:5][C:6](=[O:21])[NH:7][C:8]1[CH:13]=[C:12]([CH:14]=[CH2:15])[C:11]([C:16]([F:19])([F:18])[F:17])=[CH:10][C:9]=1[NH2:20])([CH3:4])([CH3:3])[CH3:2].C([O:26][C:27](=O)[CH2:28][C:29]([C:31]1[CH:36]=[CH:35][CH:34]=[C:33]([C:37]2[CH:42]=[CH:41][N:40]=[C:39]([CH3:43])[CH:38]=2)[CH:32]=1)=[O:30])(C)(C)C, predict the reaction product. The product is: [C:1]([O:5][C:6](=[O:21])[NH:7][C:8]1[CH:13]=[C:12]([CH:14]=[CH2:15])[C:11]([C:16]([F:19])([F:18])[F:17])=[CH:10][C:9]=1[NH:20][C:27](=[O:26])[CH2:28][C:29]([C:31]1[CH:36]=[CH:35][CH:34]=[C:33]([C:37]2[CH:42]=[CH:41][N:40]=[C:39]([CH3:43])[CH:38]=2)[CH:32]=1)=[O:30])([CH3:2])([CH3:3])[CH3:4]. (9) The product is: [N+:12]([C:11]1[C:2]2[NH:15][C:16]3[CH:21]=[CH:20][CH:19]=[CH:18][C:17]=3[NH:22][C:4](=[O:6])[C:3]=2[CH:8]=[CH:9][CH:10]=1)([O-:14])=[O:13]. Given the reactants Cl[C:2]1[C:11]([N+:12]([O-:14])=[O:13])=[CH:10][CH:9]=[CH:8][C:3]=1[C:4]([O:6]C)=O.[NH2:15][C:16]1[CH:21]=[CH:20][CH:19]=[CH:18][C:17]=1[NH2:22].C(=O)([O-])[O-].[K+].[K+].O, predict the reaction product.